Task: Binary Classification. Given a drug SMILES string, predict its activity (active/inactive) in a high-throughput screening assay against a specified biological target.. Dataset: Cav3 T-type calcium channel HTS with 100,875 compounds (1) The molecule is S=c1n(CCC)c(=O)c2c([nH]1)cc(OC)c(OC)c2. The result is 0 (inactive). (2) The result is 0 (inactive). The molecule is O=c1n(n(c(c1N\C=C1\N=c2c(=N1)cccc2)C)C)c1ccccc1.